This data is from Full USPTO retrosynthesis dataset with 1.9M reactions from patents (1976-2016). The task is: Predict the reactants needed to synthesize the given product. Given the product [Br:1][C:2]1[O:6][C:5]([CH2:7][O:14][CH3:13])=[C:4]([C:9]([O:11][CH3:12])=[O:10])[CH:3]=1, predict the reactants needed to synthesize it. The reactants are: [Br:1][C:2]1[O:6][C:5]([CH2:7]Br)=[C:4]([C:9]([O:11][CH3:12])=[O:10])[CH:3]=1.[CH3:13][O-:14].[Na+].O.Cl.